Dataset: Full USPTO retrosynthesis dataset with 1.9M reactions from patents (1976-2016). Task: Predict the reactants needed to synthesize the given product. (1) Given the product [F:13][C:14]1([F:25])[CH2:19][CH2:18][CH:17]([C:20](=[O:21])[CH2:1][P:2](=[O:3])([O:6][CH3:7])[O:4][CH3:5])[CH2:16][CH2:15]1, predict the reactants needed to synthesize it. The reactants are: [CH3:1][P:2]([O:6][CH3:7])([O:4][CH3:5])=[O:3].[Li]CCCC.[F:13][C:14]1([F:25])[CH2:19][CH2:18][CH:17]([C:20](OCC)=[O:21])[CH2:16][CH2:15]1. (2) The reactants are: [Cl:1][C:2]1[N:3]=[N:4][C:5](Cl)=[CH:6][CH:7]=1.[CH3:9][N:10]1[CH:14]=[C:13](B2OC(C)(C)C(C)(C)O2)[CH:12]=[N:11]1.C([O-])([O-])=O.[K+].[K+]. Given the product [Cl:1][C:2]1[N:3]=[N:4][C:5]([C:13]2[CH:12]=[N:11][N:10]([CH3:9])[CH:14]=2)=[CH:6][CH:7]=1, predict the reactants needed to synthesize it. (3) The reactants are: C[O-].[Na+].Cl.[Br:5][C:6]1[N:11]=[C:10]([C:12]([NH2:14])=[NH:13])[CH:9]=[CH:8][C:7]=1[CH3:15].CN([CH:19]=[C:20]1[CH2:25][CH2:24][CH2:23][CH2:22][C:21]1=O)C. Given the product [Br:5][C:6]1[N:11]=[C:10]([C:12]2[N:14]=[CH:19][C:20]3[CH2:25][CH2:24][CH2:23][CH2:22][C:21]=3[N:13]=2)[CH:9]=[CH:8][C:7]=1[CH3:15], predict the reactants needed to synthesize it. (4) Given the product [CH2:32]([O:39][C:40]([N:3]1[CH2:8][CH2:7][N:6]([C:19]([O:18][C:15]([CH3:17])([CH3:16])[CH3:14])=[O:20])[CH2:5][CH:4]1[C:9]([OH:11])=[O:10])=[O:42])[C:33]1[CH:34]=[CH:35][CH:36]=[CH:37][CH:38]=1, predict the reactants needed to synthesize it. The reactants are: Cl.Cl.[NH:3]1[CH2:8][CH2:7][NH:6][CH2:5][CH:4]1[C:9]([OH:11])=[O:10].[OH-].[Na+].[CH3:14][C:15]([O:18][C:19](ON=C(C1C=CC=CC=1)C#N)=[O:20])([CH3:17])[CH3:16].[CH2:32]([O:39][C:40]([O:42]N1C(=O)CCC1=O)=O)[C:33]1[CH:38]=[CH:37][CH:36]=[CH:35][CH:34]=1. (5) Given the product [CH3:27][C@@H:12]([S:9]([NH2:8])(=[O:10])=[O:11])[CH2:13][CH:14]=[CH2:15], predict the reactants needed to synthesize it. The reactants are: COC1C=CC(C[N:8](CC2C=CC(OC)=CC=2)[S:9]([CH2:12][CH2:13][CH:14]=[CH2:15])(=[O:11])=[O:10])=CC=1.[C:27]1(C)C=CC=CC=1.C([Li])CCC.N[C@H](C(O)=O)CCSC. (6) Given the product [Cl:1][C:2]1[CH:18]=[CH:17][C:5]([O:6][C:7]2[CH:12]=[CH:11][C:10]([OH:13])=[C:9]([CH2:14][CH2:15][CH3:16])[CH:8]=2)=[CH:4][CH:3]=1, predict the reactants needed to synthesize it. The reactants are: [Cl:1][C:2]1[CH:18]=[CH:17][C:5]([O:6][C:7]2[CH:12]=[CH:11][C:10]([OH:13])=[C:9]([CH2:14][CH:15]=[CH2:16])[CH:8]=2)=[CH:4][CH:3]=1. (7) Given the product [CH3:25][C:20]1([CH3:26])[C:21]([CH3:24])([CH3:23])[O:22][B:18]([C:2]2[CH:3]=[C:4]([N:8]3[CH2:13][CH2:12][CH:11]([NH:14][C:15](=[O:17])[CH3:16])[CH2:10][CH2:9]3)[CH:5]=[CH:6][CH:7]=2)[O:19]1, predict the reactants needed to synthesize it. The reactants are: Br[C:2]1[CH:3]=[C:4]([N:8]2[CH2:13][CH2:12][CH:11]([NH:14][C:15](=[O:17])[CH3:16])[CH2:10][CH2:9]2)[CH:5]=[CH:6][CH:7]=1.[B:18]1([B:18]2[O:22][C:21]([CH3:24])([CH3:23])[C:20]([CH3:26])([CH3:25])[O:19]2)[O:22][C:21]([CH3:24])([CH3:23])[C:20]([CH3:26])([CH3:25])[O:19]1.C(Cl)Cl.C([O-])(=O)C. (8) The reactants are: [Cl:1][C:2]1[N:7]=[C:6]2[NH:8][CH:9]=[CH:10][C:5]2=[CH:4][CH:3]=1.[H-].[Na+].[CH:13]([Si:16](Cl)([CH:20]([CH3:22])[CH3:21])[CH:17]([CH3:19])[CH3:18])([CH3:15])[CH3:14]. Given the product [Cl:1][C:2]1[N:7]=[C:6]2[N:8]([Si:16]([CH:20]([CH3:22])[CH3:21])([CH:17]([CH3:19])[CH3:18])[CH:13]([CH3:15])[CH3:14])[CH:9]=[CH:10][C:5]2=[CH:4][CH:3]=1, predict the reactants needed to synthesize it. (9) Given the product [CH3:5][C:6]1[S:7][C:8]([C:12]2[CH:17]=[CH:16][N:15]=[C:14]([NH:18][C:19]3[CH:24]=[CH:23][C:22]([N:25]([CH3:27])[CH3:26])=[C:21]([N+:1]([O-:4])=[O:2])[CH:20]=3)[N:13]=2)=[C:9]([CH3:11])[N:10]=1, predict the reactants needed to synthesize it. The reactants are: [N+:1]([O-:4])(O)=[O:2].[CH3:5][C:6]1[S:7][C:8]([C:12]2[CH:17]=[CH:16][N:15]=[C:14]([NH:18][C:19]3[CH:24]=[CH:23][C:22]([N:25]([CH3:27])[CH3:26])=[CH:21][CH:20]=3)[N:13]=2)=[C:9]([CH3:11])[N:10]=1.[N+]([O-])(OC(=O)C)=O.C([O-])(O)=O.[Na+]. (10) Given the product [CH2:15]([C:14]1[CH:13]=[CH:12][C:10]([CH2:1][S:5]([O:32][CH2:29][CH2:30][CH2:26][CH3:27])(=[O:7])=[O:6])=[C:9]([O:19][CH3:20])[CH:18]=1)[CH:16]=[CH2:17], predict the reactants needed to synthesize it. The reactants are: [CH2:1]([S:5](Cl)(=[O:7])=[O:6])CCC.[C:9]1([O:19][CH3:20])[C:10](=[CH:12][CH:13]=[C:14]([CH:18]=1)[CH2:15][CH:16]=[CH2:17])O.C(N([CH2:26][CH3:27])CC)C.O.[C:29]([O:32]CC)(=O)[CH3:30].